From a dataset of Full USPTO retrosynthesis dataset with 1.9M reactions from patents (1976-2016). Predict the reactants needed to synthesize the given product. (1) Given the product [F:21][C:22]1[CH:23]=[C:24]([C:6](=[O:8])[CH2:5][C:4]([O:3][CH2:1][CH3:2])=[O:9])[CH:28]=[CH:29][C:30]=1[N+:31]([O-:33])=[O:32], predict the reactants needed to synthesize it. The reactants are: [CH2:1]([O:3][C:4](=[O:9])[CH2:5][C:6]([O-:8])=O)[CH3:2].[K+].[Mg+2].[Cl-].[Cl-].CCN(CC)CC.[F:21][C:22]1[CH:23]=[C:24]([CH:28]=[CH:29][C:30]=1[N+:31]([O-:33])=[O:32])C(Cl)=O. (2) Given the product [F:26][C:22]1[CH:21]=[C:20]([CH2:19][CH2:18][NH:17][C:15]([N:12]2[CH2:11][CH2:10][CH:9]([NH:8][C:7]3[CH:6]=[CH:5][C:4]([CH2:3][CH2:2][NH:1][CH2:57][C@H:55]([OH:56])[CH2:54][O:53][C:50]4[CH:51]=[CH:52][C:47]([OH:46])=[CH:48][CH:49]=4)=[CH:28][CH:27]=3)[CH2:14][CH2:13]2)=[O:16])[CH:25]=[CH:24][CH:23]=1, predict the reactants needed to synthesize it. The reactants are: [NH2:1][CH2:2][CH2:3][C:4]1[CH:28]=[CH:27][C:7]([NH:8][CH:9]2[CH2:14][CH2:13][N:12]([C:15]([NH:17][CH2:18][CH2:19][C:20]3[CH:25]=[CH:24][CH:23]=[C:22]([F:26])[CH:21]=3)=[O:16])[CH2:11][CH2:10]2)=[CH:6][CH:5]=1.C([Si]([O:46][C:47]1[CH:52]=[CH:51][C:50]([O:53][CH2:54][CH:55]2[CH2:57][O:56]2)=[CH:49][CH:48]=1)(C1C=CC=CC=1)C1C=CC=CC=1)(C)(C)C. (3) Given the product [CH3:23][C@@H:20]1[CH2:21][CH2:22][C@H:17]([O:16][C:7]2[C:8]([C:12]([F:15])([F:14])[F:13])=[C:9]3[C:4](=[CH:5][CH:6]=2)[CH:3]=[C:2]([B:71]([OH:76])[OH:72])[CH:11]=[CH:10]3)[CH2:18][CH2:19]1, predict the reactants needed to synthesize it. The reactants are: Br[C:2]1[CH:3]=[C:4]2[C:9](=[CH:10][CH:11]=1)[C:8]([C:12]([F:15])([F:14])[F:13])=[C:7]([O:16][C@H:17]1[CH2:22][CH2:21][C@@H:20]([CH3:23])[CH2:19][CH2:18]1)[CH:6]=[CH:5]2.BrC1C=C2C(=CC=1)C(C(F)(F)F)=C(O[C@H]1CC[C@@H](C(F)(F)F)CC1)C=C2.C[C@H]1CC[C@H](O)CC1.C([Li])CCC.CCCCCC.N#N.[B:71](OC(C)C)([O:76]C(C)C)[O:72]C(C)C. (4) Given the product [Cl:1][C:2]1[CH:3]=[CH:4][C:5]([CH2:6][CH2:7][NH:8][C:9]([C:11]2[CH:12]=[CH:13][C:14]([O:15][C:16]3[CH:21]=[CH:20][C:19]([C:22](=[N+:46]=[N-:47])[C:23]([O:25][C:26]([CH3:29])([CH3:28])[CH3:27])=[O:24])=[CH:18][C:17]=3[C:30]#[N:31])=[CH:32][CH:33]=2)=[O:10])=[CH:34][CH:35]=1, predict the reactants needed to synthesize it. The reactants are: [Cl:1][C:2]1[CH:35]=[CH:34][C:5]([CH2:6][CH2:7][NH:8][C:9]([C:11]2[CH:33]=[CH:32][C:14]([O:15][C:16]3[CH:21]=[CH:20][C:19]([CH2:22][C:23]([O:25][C:26]([CH3:29])([CH3:28])[CH3:27])=[O:24])=[CH:18][C:17]=3[C:30]#[N:31])=[CH:13][CH:12]=2)=[O:10])=[CH:4][CH:3]=1.CC1C=CC(S([N:46]=[N+:47]=[N-])(=O)=O)=CC=1.C1CCN2C(=NCCC2)CC1. (5) Given the product [ClH:25].[ClH:25].[NH:15]1[CH2:14][CH2:13][CH:12]([N:3]2[CH2:4][C:5]3[CH:11]=[CH:10][CH:9]=[N:8][C:6]=3[NH:7][C:2]2=[O:1])[CH2:17][CH2:16]1, predict the reactants needed to synthesize it. The reactants are: [O:1]=[C:2]1[NH:7][C:6]2[N:8]=[CH:9][CH:10]=[CH:11][C:5]=2[CH2:4][N:3]1[CH:12]1[CH2:17][CH2:16][N:15](C(OC(C)(C)C)=O)[CH2:14][CH2:13]1.[ClH:25]. (6) Given the product [Cl:1][C:2]1[CH:11]=[C:10]2[C:5]([CH:6]=[C:7]([CH2:12][OH:13])[N:8]=[CH:9]2)=[CH:4][CH:3]=1, predict the reactants needed to synthesize it. The reactants are: [Cl:1][C:2]1[CH:11]=[C:10]2[C:5]([CH:6]=[C:7]([C:12](OC)=[O:13])[N:8]=[CH:9]2)=[CH:4][CH:3]=1.[H-].[Li+].[Al+3].[H-].[H-].[H-].[OH-].[Na+]. (7) Given the product [OH:28][CH2:27][C:26]([NH:25][C:4]([C:6]1[S:10][C:9]([O:11][CH2:12][C:13]2[C:14]([C:19]3[CH:20]=[CH:21][CH:22]=[CH:23][CH:24]=3)=[N:15][O:16][C:17]=2[CH3:18])=[N:8][CH:7]=1)=[O:5])([CH3:30])[CH3:29], predict the reactants needed to synthesize it. The reactants are: C(O[C:4]([C:6]1[S:10][C:9]([O:11][CH2:12][C:13]2[C:14]([C:19]3[CH:24]=[CH:23][CH:22]=[CH:21][CH:20]=3)=[N:15][O:16][C:17]=2[CH3:18])=[N:8][CH:7]=1)=[O:5])C.[NH2:25][C:26]([CH3:30])([CH3:29])[CH2:27][OH:28].